This data is from Full USPTO retrosynthesis dataset with 1.9M reactions from patents (1976-2016). The task is: Predict the reactants needed to synthesize the given product. (1) Given the product [C:3]([C:5]1[CH:6]=[CH:7][C:8]2[O:12][C:11]([C:13]([NH:15][C:16]3[CH:21]=[CH:20][C:19]([Cl:22])=[CH:18][N:17]=3)=[O:14])=[C:10]([NH:23][C:24]([C@H:26]3[CH2:27][CH2:28][C@H:29]([N:32]4[CH2:36][CH2:35][CH2:34][C:33]4=[O:37])[CH2:30][CH2:31]3)=[O:25])[C:9]=2[CH:38]=1)([OH:4])=[O:2], predict the reactants needed to synthesize it. The reactants are: C[O:2][C:3]([C:5]1[CH:6]=[CH:7][C:8]2[O:12][C:11]([C:13]([NH:15][C:16]3[CH:21]=[CH:20][C:19]([Cl:22])=[CH:18][N:17]=3)=[O:14])=[C:10]([NH:23][C:24]([C@H:26]3[CH2:31][CH2:30][C@H:29]([N:32]4[CH2:36][CH2:35][CH2:34][C:33]4=[O:37])[CH2:28][CH2:27]3)=[O:25])[C:9]=2[CH:38]=1)=[O:4].[OH-].[Na+]. (2) Given the product [C:11]([CH2:13][C:14]([NH:10][CH:5]([CH:2]1[CH2:4][CH2:3]1)[C:6]([F:9])([F:8])[F:7])=[O:15])#[N:12], predict the reactants needed to synthesize it. The reactants are: Cl.[CH:2]1([CH:5]([NH2:10])[C:6]([F:9])([F:8])[F:7])[CH2:4][CH2:3]1.[C:11]([CH2:13][C:14](O)=[O:15])#[N:12].C(N(C(C)C)CC)(C)C.CCCP(=O)=O.C(=O)([O-])O.[Na+]. (3) Given the product [Cl:14][C:6]1[CH:7]=[C:8]([F:13])[CH:9]=[C:10]([O:11][CH3:12])[C:5]=1[C:3]1[N:15]=[C:16]([NH2:18])[S:17][CH:2]=1, predict the reactants needed to synthesize it. The reactants are: Br[CH2:2][C:3]([C:5]1[C:10]([O:11][CH3:12])=[CH:9][C:8]([F:13])=[CH:7][C:6]=1[Cl:14])=O.[NH2:15][C:16]([NH2:18])=[S:17]. (4) Given the product [CH:42]1([C:41]2[O:46][C:51]([NH:1][C:2]3[CH:7]=[CH:6][C:5]([C:8]4[CH:9]=[CH:10][C:11]([CH:14]5[CH2:19][O:18][CH:17]([CH2:20][C:21]([O:23][CH2:24][C:25]6[CH:26]=[CH:27][CH:28]=[CH:29][CH:30]=6)=[O:22])[CH2:16][CH2:15]5)=[CH:12][CH:13]=4)=[CH:4][CH:3]=3)=[N:53][N:40]=2)[CH2:43][CH2:44][CH2:45]1, predict the reactants needed to synthesize it. The reactants are: [NH2:1][C:2]1[CH:7]=[CH:6][C:5]([C:8]2[CH:13]=[CH:12][C:11]([CH:14]3[CH2:19][O:18][CH:17]([CH2:20][C:21]([O:23][CH2:24][C:25]4[CH:30]=[CH:29][CH:28]=[CH:27][CH:26]=4)=[O:22])[CH2:16][CH2:15]3)=[CH:10][CH:9]=2)=[CH:4][CH:3]=1.C([N:40]1[CH:45]=[CH:44][CH:43]=[CH:42][C:41]1=[O:46])([N:40]1[CH:45]=[CH:44][CH:43]=[CH:42][C:41]1=[O:46])=S.C1([C:51]([NH:53]N)=O)CCC1.CCN=C=NCCCN(C)C.Cl. (5) Given the product [NH2:1][C:4]1[CH:24]=[CH:23][C:7]2[CH2:8][CH2:9][N:10]([C:13]([O:15][CH2:16][C:17]3[CH:18]=[CH:19][CH:20]=[CH:21][CH:22]=3)=[O:14])[CH2:11][CH2:12][C:6]=2[CH:5]=1, predict the reactants needed to synthesize it. The reactants are: [N+:1]([C:4]1[CH:24]=[CH:23][C:7]2[CH2:8][CH2:9][N:10]([C:13]([O:15][CH2:16][C:17]3[CH:22]=[CH:21][CH:20]=[CH:19][CH:18]=3)=[O:14])[CH2:11][CH2:12][C:6]=2[CH:5]=1)([O-])=O.[Cl-].[NH4+]. (6) Given the product [F:19][C:5]1[C:6]([F:18])=[C:7]([CH2:8][O:9][C:10](=[O:17])[C:11]2[CH:16]=[CH:15][CH:14]=[CH:13][CH:12]=2)[CH:2]=[C:3]([F:20])[N:4]=1, predict the reactants needed to synthesize it. The reactants are: Cl[C:2]1[C:3]([F:20])=[N:4][C:5]([F:19])=[C:6]([F:18])[C:7]=1[CH2:8][O:9][C:10](=[O:17])[C:11]1[CH:16]=[CH:15][CH:14]=[CH:13][CH:12]=1.C(N(CC)CC)C. (7) Given the product [C:26]([O:25][C:23]([N:22]1[CH:6]2[CH:7]([N:8]([C:10]([O:12][CH2:13][C:14]3[CH:15]=[CH:16][CH:17]=[CH:18][CH:19]=3)=[O:11])[CH2:9][CH:5]2[CH2:3][OH:2])[CH2:20][CH2:21]1)=[O:24])([CH3:29])([CH3:27])[CH3:28], predict the reactants needed to synthesize it. The reactants are: C[O:2][C:3]([CH:5]1[CH2:9][N:8]([C:10]([O:12][CH2:13][C:14]2[CH:19]=[CH:18][CH:17]=[CH:16][CH:15]=2)=[O:11])[CH:7]2[CH2:20][CH2:21][N:22]([C:23]([O:25][C:26]([CH3:29])([CH3:28])[CH3:27])=[O:24])[CH:6]12)=O.[Li+].[BH4-].CO.O. (8) Given the product [F:1][C:2]1[CH:7]=[CH:6][C:5]([CH2:8][C:9]2[CH:18]=[C:17]3[C:12]([C:13]([OH:25])=[C:14]([C:20]([NH:30][C@@H:27]([CH3:26])[CH2:28][OH:29])=[O:21])[C:15](=[O:19])[NH:16]3)=[N:11][CH:10]=2)=[CH:4][CH:3]=1, predict the reactants needed to synthesize it. The reactants are: [F:1][C:2]1[CH:7]=[CH:6][C:5]([CH2:8][C:9]2[CH:18]=[C:17]3[C:12]([C:13]([OH:25])=[C:14]([C:20](OCC)=[O:21])[C:15](=[O:19])[NH:16]3)=[N:11][CH:10]=2)=[CH:4][CH:3]=1.[CH3:26][C@H:27]([NH2:30])[CH2:28][OH:29]. (9) The reactants are: [CH3:1][S:2](Cl)(=[O:4])=[O:3].[C:6]([C:10]1[CH:11]=[C:12]([NH:16][C:17]([NH:19][C@@H:20]2[C:29]3[C:24](=[CH:25][CH:26]=[CH:27][CH:28]=3)[C@H:23]([O:30][C:31]3[CH:32]=[CH:33][C:34]4[N:35]([C:37]([N:40]5[CH2:45][CH2:44][CH:43]([CH2:46][OH:47])[CH2:42][CH2:41]5)=[N:38][N:39]=4)[CH:36]=3)[CH2:22][CH2:21]2)=[O:18])[N:13]([CH3:15])[N:14]=1)([CH3:9])([CH3:8])[CH3:7].CCN(C(C)C)C(C)C. Given the product [C:6]([C:10]1[CH:11]=[C:12]([NH:16][C:17](=[O:18])[NH:19][C@@H:20]2[C:29]3[C:24](=[CH:25][CH:26]=[CH:27][CH:28]=3)[C@H:23]([O:30][C:31]3[CH:32]=[CH:33][C:34]4[N:35]([C:37]([N:40]5[CH2:45][CH2:44][CH:43]([CH2:46][O:47][S:2]([CH3:1])(=[O:4])=[O:3])[CH2:42][CH2:41]5)=[N:38][N:39]=4)[CH:36]=3)[CH2:22][CH2:21]2)[N:13]([CH3:15])[N:14]=1)([CH3:9])([CH3:7])[CH3:8], predict the reactants needed to synthesize it.